This data is from Ames mutagenicity test results for genotoxicity prediction. The task is: Regression/Classification. Given a drug SMILES string, predict its toxicity properties. Task type varies by dataset: regression for continuous values (e.g., LD50, hERG inhibition percentage) or binary classification for toxic/non-toxic outcomes (e.g., AMES mutagenicity, cardiotoxicity, hepatotoxicity). Dataset: ames. (1) The molecule is COc1cc(NS(C)(=O)=O)ccc1Nc1c2ccccc2nc2cc(N=[N+]=[N-])ccc12. The result is 1 (mutagenic). (2) The molecule is Cc1ccc(OP(=O)(Oc2ccc(C)cc2C)Oc2ccc(C)cc2C)c(C)c1. The result is 0 (non-mutagenic). (3) The molecule is CN(C)CCNC(=O)c1cccc2c1C(=O)c1ccccc1C2=O. The result is 1 (mutagenic).